From a dataset of HIV replication inhibition screening data with 41,000+ compounds from the AIDS Antiviral Screen. Binary Classification. Given a drug SMILES string, predict its activity (active/inactive) in a high-throughput screening assay against a specified biological target. (1) The drug is O=[N+]([O-])c1ccc(CN(CCCl)OCCCl)cc1. The result is 0 (inactive). (2) The compound is CCCc1n[nH]c(=O)n1N1C(=O)C=CC1=O. The result is 0 (inactive). (3) The result is 0 (inactive). The compound is O=C(O)c1nc(Cl)c(Cl)nc1O. (4) The compound is CCOCC(C)(CO)CC(C)CO. The result is 0 (inactive).